This data is from Reaction yield outcomes from USPTO patents with 853,638 reactions. The task is: Predict the reaction yield, written as a fraction of the theoretical maximum amount of product (1.0 means a 100% yield; for example, 0.34 means a 34% yield). (1) The reactants are [F:1][C:2]([F:7])([F:6])[C:3]([O-:5])=[O:4].[C:8]([C:11]1[S:18][C:17]2[C:16]([CH:19]3[CH2:24][CH2:23][CH2:22][CH2:21][CH2:20]3)=[C:15]([C:25]3[CH:30]=[CH:29][CH:28]=[CH:27][CH:26]=3)[N:14]([CH2:31][O:32][CH3:33])[C:13]=2[C:12]=1[CH2:34][NH2+:35][CH2:36][CH:37]1[CH2:41][CH2:40]S(=O)(=O)[CH2:38]1)([OH:10])=[O:9].C1(C2C3SC(C(O)=O)=C(C=O)C=3N(COC)C=2C2C=CC=CC=2)CCCCC1.C(N)C1C=CC=CC=1.C(O[BH-](OC(=O)C)OC(=O)C)(=O)C.[Na+]. The catalyst is ClCCCl. The product is [CH2:36]([NH:35][CH2:34][C:12]1[C:13]2[N:14]([CH2:31][O:32][CH3:33])[C:15]([C:25]3[CH:30]=[CH:29][CH:28]=[CH:27][CH:26]=3)=[C:16]([CH:19]3[CH2:20][CH2:21][CH2:22][CH2:23][CH2:24]3)[C:17]=2[S:18][C:11]=1[C:8]([OH:10])=[O:9])[C:37]1[CH:41]=[CH:40][CH:3]=[CH:2][CH:38]=1.[C:3]([OH:5])([C:2]([F:7])([F:6])[F:1])=[O:4]. The yield is 0.390. (2) The reactants are [O:1]=[C:2]1[N:6]([C:7]2[CH:12]=[CH:11][CH:10]=[CH:9][CH:8]=2)[CH2:5][CH2:4][N:3]1[C:13](Cl)=[O:14].[NH2:16][C:17]1[CH:37]=[CH:36][C:20]([O:21][C:22]2[CH:27]=[CH:26][N:25]=[C:24]([NH:28][C:29]([N:31]3[CH2:35][CH2:34][CH2:33][CH2:32]3)=[O:30])[CH:23]=2)=[C:19]([F:38])[CH:18]=1.CCN(C(C)C)C(C)C. The catalyst is C1COCC1. The product is [F:38][C:19]1[CH:18]=[C:17]([NH:16][C:13]([N:3]2[CH2:4][CH2:5][N:6]([C:7]3[CH:12]=[CH:11][CH:10]=[CH:9][CH:8]=3)[C:2]2=[O:1])=[O:14])[CH:37]=[CH:36][C:20]=1[O:21][C:22]1[CH:27]=[CH:26][N:25]=[C:24]([NH:28][C:29]([N:31]2[CH2:32][CH2:33][CH2:34][CH2:35]2)=[O:30])[CH:23]=1. The yield is 0.0700. (3) The reactants are [NH2:1][C:2]1[C:3]([C:9]([O:11]C)=[O:10])=[N:4][C:5]([Br:8])=[CH:6][N:7]=1.[OH-].[Li+].Cl. The catalyst is CO.O. The product is [NH2:1][C:2]1[C:3]([C:9]([OH:11])=[O:10])=[N:4][C:5]([Br:8])=[CH:6][N:7]=1. The yield is 0.990. (4) The reactants are Br[C:2]1[CH:3]=[C:4]([CH:9]=[C:10]([C:12]([F:15])([F:14])[F:13])[CH:11]=1)[C:5]([O:7][CH3:8])=[O:6].O.[CH3:17][N:18]1[CH:22]=[C:21](B2OC(C)(C)C(C)(C)O2)[CH:20]=[N:19]1.C(=O)([O-])[O-].[Na+].[Na+]. The catalyst is O1CCOCC1.CCOC(C)=O.CCCCCC. The product is [CH3:17][N:18]1[CH:22]=[C:21]([C:2]2[CH:3]=[C:4]([CH:9]=[C:10]([C:12]([F:15])([F:14])[F:13])[CH:11]=2)[C:5]([O:7][CH3:8])=[O:6])[CH:20]=[N:19]1. The yield is 1.00. (5) The catalyst is CN(C)C=O. The product is [CH2:7]([O:30][C:22]1[C:21]([CH:31]=[O:32])=[C:20]([CH:25]=[CH:24][C:23]=1[C:26]([F:29])([F:27])[F:28])[CH2:19][O:18][C:17]1[CH:16]=[CH:15][C:14]([C:33]2[CH:34]=[CH:35][C:36]([CH2:39][C:40]([O:42][CH2:43][CH:44]=[CH2:45])=[O:41])=[CH:37][CH:38]=2)=[CH:13][C:12]=1[F:11])[CH:8]=[CH2:9]. The yield is 0.240. The reactants are C(=O)([O-])[O-].[K+].[K+].[CH2:7](Br)[CH:8]=[CH2:9].[F:11][C:12]1[CH:13]=[C:14]([C:33]2[CH:38]=[CH:37][C:36]([CH2:39][C:40]([O:42][CH2:43][CH:44]=[CH2:45])=[O:41])=[CH:35][CH:34]=2)[CH:15]=[CH:16][C:17]=1[O:18][CH2:19][C:20]1[CH:25]=[CH:24][C:23]([C:26]([F:29])([F:28])[F:27])=[C:22]([OH:30])[C:21]=1[CH:31]=[O:32].O. (6) The reactants are [CH3:1][N:2]1[CH2:7][CH2:6][N:5]([CH2:8][C:9]2[CH:14]=[CH:13][C:12]([N+:15]([O-])=O)=[CH:11][C:10]=2[C:18]([F:21])([F:20])[F:19])[CH2:4][CH2:3]1. The catalyst is CO.[Ni]. The product is [CH3:1][N:2]1[CH2:7][CH2:6][N:5]([CH2:8][C:9]2[CH:14]=[CH:13][C:12]([NH2:15])=[CH:11][C:10]=2[C:18]([F:21])([F:19])[F:20])[CH2:4][CH2:3]1. The yield is 1.00. (7) The reactants are [CH3:1][C:2]1[CH:9]=[C:8]([OH:10])[C:7]([CH3:11])=[CH:6][C:3]=1[CH:4]=[O:5].N1C=CN=C1.Cl[Si:18]([CH:25]([CH3:27])[CH3:26])([CH:22]([CH3:24])[CH3:23])[CH:19]([CH3:21])[CH3:20]. The catalyst is CN(C=O)C. The product is [CH3:1][C:2]1[CH:9]=[C:8]([O:10][Si:18]([CH:25]([CH3:27])[CH3:26])([CH:22]([CH3:24])[CH3:23])[CH:19]([CH3:21])[CH3:20])[C:7]([CH3:11])=[CH:6][C:3]=1[CH:4]=[O:5]. The yield is 0.800.